Predict the reactants needed to synthesize the given product. From a dataset of Full USPTO retrosynthesis dataset with 1.9M reactions from patents (1976-2016). (1) Given the product [CH:28]1([C:34]([N:49]([CH2:48][C:45]2[CH:46]=[CH:47][C:42]([O:41][CH2:40][C:39]([OH:50])=[O:38])=[CH:43][CH:44]=2)[CH2:13][C:14]2[N:15]=[C:16]([C:19]3[CH:27]=[CH:26][C:22]([C:23]([NH:11][CH2:10][CH2:9][CH2:8][CH2:7][C:1]4[CH:6]=[CH:5][CH:4]=[CH:3][CH:2]=4)=[O:24])=[CH:21][CH:20]=3)[S:17][CH:18]=2)=[O:35])[CH2:33][CH2:32][CH2:31][CH2:30][CH2:29]1, predict the reactants needed to synthesize it. The reactants are: [C:1]1([CH2:7][CH2:8][CH2:9][CH2:10][NH2:11])[CH:6]=[CH:5][CH:4]=[CH:3][CH:2]=1.Cl[CH2:13][C:14]1[N:15]=[C:16]([C:19]2[CH:27]=[CH:26][C:22]([C:23](Cl)=[O:24])=[CH:21][CH:20]=2)[S:17][CH:18]=1.[CH:28]1([C:34](Cl)=[O:35])[CH2:33][CH2:32][CH2:31][CH2:30][CH2:29]1.C[O:38][C:39](=[O:50])[CH2:40][O:41][C:42]1[CH:47]=[CH:46][C:45]([CH2:48][NH2:49])=[CH:44][CH:43]=1. (2) Given the product [CH3:7][S:8]([N:1]1[CH2:6][CH2:5][O:4][CH2:3][CH2:2]1)(=[O:10])=[O:9], predict the reactants needed to synthesize it. The reactants are: [NH:1]1[CH2:6][CH2:5][O:4][CH2:3][CH2:2]1.[CH3:7][S:8](Cl)(=[O:10])=[O:9]. (3) Given the product [ClH:1].[F:2][C:3]1[C:8]2[C:16]3[CH2:15][NH:14][CH2:19][CH2:18][C:17]=3[NH:9][C:7]=2[C:6]([CH3:11])=[CH:5][CH:4]=1, predict the reactants needed to synthesize it. The reactants are: [ClH:1].[F:2][C:3]1[CH:4]=[CH:5][C:6]([CH3:11])=[C:7]([NH:9]N)[CH:8]=1.O.Cl.[NH:14]1[CH2:19][CH2:18][C:17](=O)[CH2:16][CH2:15]1.Cl. (4) The reactants are: [C:1]([O:5][C:6](=[O:19])[NH:7][CH2:8][C:9]#[C:10][C:11]1[C:16]([NH2:17])=[N:15][CH:14]=[C:13]([Br:18])[N:12]=1)([CH3:4])([CH3:3])[CH3:2]. Given the product [C:1]([O:5][C:6](=[O:19])[NH:7][CH2:8][CH2:9][CH2:10][C:11]1[C:16]([NH2:17])=[N:15][CH:14]=[C:13]([Br:18])[N:12]=1)([CH3:4])([CH3:2])[CH3:3], predict the reactants needed to synthesize it. (5) The reactants are: [CH3:1][C:2]1[O:6][C:5]([C:7]2[CH:12]=[CH:11][CH:10]=[CH:9][CH:8]=2)=[N:4][C:3]=1[CH2:13][CH2:14][O:15][C:16]1[C:24]2[CH2:23][CH2:22][CH2:21][C:20]=2[C:19](C=O)=[CH:18][CH:17]=1.[Cl-].[CH2:28]([O:30][CH:31]([P+](C1C=CC=CC=1)(C1C=CC=CC=1)C1C=CC=CC=1)[C:32]([O:34][CH2:35][CH3:36])=[O:33])[CH3:29].[C:56](=O)([O-])[O-].[K+].[K+]. Given the product [CH2:35]([O:34][C:32](=[O:33])/[C:31](/[O:30][CH2:28][CH3:29])=[CH:56]/[C:19]1[CH:18]=[CH:17][C:16]([O:15][CH2:14][CH2:13][C:3]2[N:4]=[C:5]([C:7]3[CH:8]=[CH:9][CH:10]=[CH:11][CH:12]=3)[O:6][C:2]=2[CH3:1])=[C:24]2[C:20]=1[CH2:21][CH2:22][CH2:23]2)[CH3:36], predict the reactants needed to synthesize it. (6) The reactants are: [C:1]([O:5][C:6](=[O:20])[NH:7][CH2:8][CH2:9][N:10]1[C:14](Br)=[C:13]([N+:16]([O-:18])=[O:17])[C:12]([Br:19])=[N:11]1)([CH3:4])([CH3:3])[CH3:2].[CH2:21]([NH2:28])[C:22]1[CH:27]=[CH:26][CH:25]=[CH:24][CH:23]=1. Given the product [C:1]([O:5][C:6](=[O:20])[NH:7][CH2:8][CH2:9][N:10]1[C:14]([NH:28][CH2:21][C:22]2[CH:27]=[CH:26][CH:25]=[CH:24][CH:23]=2)=[C:13]([N+:16]([O-:18])=[O:17])[C:12]([Br:19])=[N:11]1)([CH3:4])([CH3:3])[CH3:2], predict the reactants needed to synthesize it. (7) Given the product [NH:8]1[C:7]2=[C:2]([NH:23][C:21]([CH:17]3[CH2:20][CH2:19]3)=[O:22])[N:3]=[CH:4][CH:5]=[C:6]2[CH:10]=[CH:9]1, predict the reactants needed to synthesize it. The reactants are: Br[C:2]1[N:3]=[CH:4][CH:5]=[C:6]2[CH:10]=[CH:9][NH:8][C:7]=12.C(=O)([O-])[O-].[Cs+].[Cs+].[CH:17]1([C:21]([NH2:23])=[O:22])[CH2:20][CH2:19]C1.C(=O)(O)[O-].[Na+]. (8) Given the product [F:14][C:13]([F:16])([F:15])[C:12]([NH:11][CH2:10][CH2:9][CH:8]([OH:18])[C:4]1[CH:5]=[C:6]([C:21]#[C:20][C:22]([OH:29])([CH2:26][CH2:27][CH3:28])[CH2:23][CH2:24][CH3:25])[CH:7]=[CH:2][C:3]=1[CH3:19])=[O:17], predict the reactants needed to synthesize it. The reactants are: Br[C:2]1[C:3]([CH3:19])=[C:4]([CH:8]([OH:18])[CH2:9][CH2:10][NH:11][C:12](=[O:17])[C:13]([F:16])([F:15])[F:14])[CH:5]=[CH:6][CH:7]=1.[C:20]([C:22]([OH:29])([CH2:26][CH2:27][CH3:28])[CH2:23][CH2:24][CH3:25])#[CH:21].